Dataset: Forward reaction prediction with 1.9M reactions from USPTO patents (1976-2016). Task: Predict the product of the given reaction. (1) Given the reactants [CH3:1][C:2]1[C:6]([CH2:7][S:8][CH2:9][C:10]([OH:12])=O)=[C:5]([CH3:13])[O:4][N:3]=1.Cl.[Br:15][C:16]1[C:17]([CH3:28])=[C:18]([N:22]2[CH2:27][CH2:26][NH:25][CH2:24][CH2:23]2)[CH:19]=[CH:20][CH:21]=1.C(N(CC)CC)C.C(P1(=O)OP(CCC)(=O)OP(CCC)(=O)O1)CC, predict the reaction product. The product is: [Br:15][C:16]1[C:17]([CH3:28])=[C:18]([N:22]2[CH2:27][CH2:26][N:25]([C:10](=[O:12])[CH2:9][S:8][CH2:7][C:6]3[C:2]([CH3:1])=[N:3][O:4][C:5]=3[CH3:13])[CH2:24][CH2:23]2)[CH:19]=[CH:20][CH:21]=1. (2) Given the reactants [O:1]=P(Cl)(Cl)Cl.N1C=[CH:10][CH:9]=[CH:8][CH:7]=1, predict the reaction product. The product is: [CH2:9]1[CH2:10][O:1][CH2:7][CH2:8]1.[O:1]1[CH2:10][CH2:9][CH2:8][CH2:7]1. (3) Given the reactants [C:1]([C:3]1[CH:16]=[C:15]([F:17])[C:14]([N:18]2[C:23](=[O:24])[CH:22]=[C:21]([C:25]([F:28])([F:27])[F:26])[N:20]([CH3:29])[C:19]2=[O:30])=[CH:13][C:4]=1[O:5][C:6]1[CH:7]=[C:8]([OH:12])[CH:9]=[CH:10][CH:11]=1)#[N:2].C(=O)([O-])[O-].[K+].[K+].Br[CH:38]([CH3:43])[C:39]([O:41][CH3:42])=[O:40].O, predict the reaction product. The product is: [C:1]([C:3]1[CH:16]=[C:15]([F:17])[C:14]([N:18]2[C:23](=[O:24])[CH:22]=[C:21]([C:25]([F:27])([F:28])[F:26])[N:20]([CH3:29])[C:19]2=[O:30])=[CH:13][C:4]=1[O:5][C:6]1[CH:7]=[C:8]([CH:9]=[CH:10][CH:11]=1)[O:12][CH:38]([CH3:43])[C:39]([O:41][CH3:42])=[O:40])#[N:2].